From a dataset of Catalyst prediction with 721,799 reactions and 888 catalyst types from USPTO. Predict which catalyst facilitates the given reaction. Reactant: [C:1]([O:8][C@H:9]1[C@H:26]([O:27][C:28](=[O:34])[CH2:29][CH2:30][CH2:31][CH2:32][CH3:33])[C@@H:25]([CH2:35][O:36][C:37](=[O:43])[CH2:38][CH2:39][CH2:40][CH2:41][CH3:42])[O:24][C@@H:11]([O:12]C2O[C@H](CO)[C@H](O)[C@H](O)[C@H]2O)[C@H:10]1[O:44][C:45](=[O:53])[CH2:46][CH2:47][CH2:48][CH2:49][CH2:50][CH2:51][CH3:52])(=[O:7])[CH2:2][CH2:3][CH2:4][CH2:5][CH3:6].[BH4-].[Na+]. Product: [C:1]([O:8][C@H:9]1[C@H:26]([O:27][C:28](=[O:34])[CH2:29][CH2:30][CH2:31][CH2:32][CH3:33])[C@@H:25]([CH2:35][O:36][C:37](=[O:43])[CH2:38][CH2:39][CH2:40][CH2:41][CH3:42])[O:24][C@@H:11]([O:12][CH:11]([OH:12])[C@@H:10]([OH:44])[C@H:9]([OH:8])[C@H:26]([OH:27])[C@@H:25]([OH:24])[CH2:35][OH:36])[C@H:10]1[O:44][C:45](=[O:53])[CH2:46][CH2:47][CH2:48][CH2:49][CH2:50][CH2:51][CH3:52])(=[O:7])[CH2:2][CH2:3][CH2:4][CH2:5][CH3:6]. The catalyst class is: 5.